This data is from Catalyst prediction with 721,799 reactions and 888 catalyst types from USPTO. The task is: Predict which catalyst facilitates the given reaction. Reactant: [F:1][C:2]1[CH:10]=[C:9]2[C:5]([C:6]([C:11]([N:13]3[CH2:18][CH2:17][CH:16]([C:19]4[CH:24]=[CH:23][CH:22]=[CH:21][C:20]=4[C:25]([F:28])([F:27])[F:26])[CH2:15][CH2:14]3)=[O:12])=[N:7][NH:8]2)=[CH:4][CH:3]=1.I[CH2:30][CH2:31][CH3:32].C([O-])([O-])=O.[K+].[K+]. Product: [F:1][C:2]1[CH:10]=[C:9]2[C:5]([C:6]([C:11]([N:13]3[CH2:14][CH2:15][CH:16]([C:19]4[CH:24]=[CH:23][CH:22]=[CH:21][C:20]=4[C:25]([F:27])([F:26])[F:28])[CH2:17][CH2:18]3)=[O:12])=[N:7][N:8]2[CH:31]([CH3:32])[CH3:30])=[CH:4][CH:3]=1. The catalyst class is: 18.